Dataset: Forward reaction prediction with 1.9M reactions from USPTO patents (1976-2016). Task: Predict the product of the given reaction. (1) Given the reactants [NH2:1][C:2]1[CH:3]=[C:4]([C:17]#[N:18])[C:5](=[CH:8][C:9]=1[NH:10][C:11]1[CH:16]=[CH:15][CH:14]=[CH:13][CH:12]=1)[C:6]#[N:7].[CH:19](OCC)(OCC)OCC.Cl.CCOCC, predict the reaction product. The product is: [C:11]1([N:10]2[C:9]3[CH:8]=[C:5]([C:6]#[N:7])[C:4]([C:17]#[N:18])=[CH:3][C:2]=3[N:1]=[CH:19]2)[CH:16]=[CH:15][CH:14]=[CH:13][CH:12]=1. (2) The product is: [O:1]1[CH:5]=[CH:4][C:3]([C:6]([N:46]2[CH2:47][CH:40]3[CH:44]([CH2:43][CH2:42][N:41]3[C:48]([O:50][C:51]([CH3:54])([CH3:53])[CH3:52])=[O:49])[CH2:45]2)=[O:8])=[CH:2]1. Given the reactants [O:1]1[CH:5]=[CH:4][C:3]([C:6]([OH:8])=O)=[CH:2]1.CN(C(ON1N=NC2C=CC=CC1=2)=[N+](C)C)C.F[P-](F)(F)(F)(F)F.C(N(CC)CC)C.[CH:40]12[CH2:47][NH:46][CH2:45][CH:44]1[CH2:43][CH2:42][N:41]2[C:48]([O:50][C:51]([CH3:54])([CH3:53])[CH3:52])=[O:49], predict the reaction product. (3) The product is: [CH3:25][O:17][C:16](=[O:18])[CH2:15][C:12]1[CH:13]=[CH:14][C:9]([N+:6]([O-:8])=[O:7])=[C:10]([O:19][CH2:20][C:21]([F:22])([F:23])[F:24])[CH:11]=1. Given the reactants S(=O)(=O)(O)O.[N+:6]([C:9]1[CH:14]=[CH:13][C:12]([CH2:15][C:16]([OH:18])=[O:17])=[CH:11][C:10]=1[O:19][CH2:20][C:21]([F:24])([F:23])[F:22])([O-:8])=[O:7].[CH3:25]O, predict the reaction product. (4) Given the reactants [CH:1]1([C:7]([NH:9][C:10]2[CH:11]=[C:12]([CH:18]=[CH:19][CH:20]=2)[C:13]([O:15]CC)=O)=[O:8])[CH2:6][CH2:5][CH2:4][CH2:3][CH2:2]1.Cl[C:22]1N=CC=CN=1.[Li+].C[Si]([N-][Si](C)(C)C)(C)C.[CH3:38][C:39]1[CH:44]=[CH:43][N:42]=[C:41]([Cl:45])[N:40]=1, predict the reaction product. The product is: [Cl:45][C:41]1[N:40]=[C:39]([CH2:38][C:13]([C:12]2[CH:11]=[C:10]([N:9]([CH3:22])[C:7]([CH:1]3[CH2:2][CH2:3][CH2:4][CH2:5][CH2:6]3)=[O:8])[CH:20]=[CH:19][CH:18]=2)=[O:15])[CH:44]=[CH:43][N:42]=1. (5) Given the reactants Cl[C:2]1[CH:3]=[C:4]([CH:8]=[C:9]([Cl:11])[N:10]=1)[C:5]([OH:7])=[O:6].[NH:12]1[CH2:17][CH2:16][O:15][CH2:14][CH2:13]1.CCN(C(C)C)C(C)C, predict the reaction product. The product is: [Cl:11][C:9]1[CH:8]=[C:4]([CH:3]=[C:2]([N:12]2[CH2:17][CH2:16][O:15][CH2:14][CH2:13]2)[N:10]=1)[C:5]([OH:7])=[O:6]. (6) Given the reactants C(OC(=O)[NH:7][CH2:8][CH2:9][CH2:10][CH2:11][C@@H:12]([C:44](=[O:48])[N:45]([CH3:47])[CH3:46])[NH:13][C:14](=[O:43])[CH2:15][NH:16][C:17]([C:19]1[CH:42]=[CH:41][C:22]2[N:23]([CH3:40])[C:24]([NH:26][C:27]3[S:28][C:29]4[CH:35]=[C:34]([C:36]([F:39])([F:38])[F:37])[CH:33]=[CH:32][C:30]=4[N:31]=3)=[N:25][C:21]=2[CH:20]=1)=[O:18])(C)(C)C.[ClH:50], predict the reaction product. The product is: [ClH:50].[ClH:50].[NH2:7][CH2:8][CH2:9][CH2:10][CH2:11][C@H:12]([NH:13][C:14]([CH2:15][NH:16][C:17]([C:19]1[CH:42]=[CH:41][C:22]2[N:23]([CH3:40])[C:24]([NH:26][C:27]3[S:28][C:29]4[CH:35]=[C:34]([C:36]([F:38])([F:39])[F:37])[CH:33]=[CH:32][C:30]=4[N:31]=3)=[N:25][C:21]=2[CH:20]=1)=[O:18])=[O:43])[C:44](=[O:48])[N:45]([CH3:46])[CH3:47]. (7) The product is: [Cl:1][C:2]1[CH:7]=[CH:6][C:5]([N:8]2[CH:12]=[C:11]([CH:13]([NH:22][C:23]3[CH:24]=[CH:25][C:26]([C:29]([NH:31][CH2:32][CH2:33][C:34]([OH:36])=[O:35])=[O:30])=[CH:27][CH:28]=3)[CH:15]3[CH2:20][CH2:19][CH2:18][CH2:17][CH2:16]3)[C:10]([CH3:21])=[N:9]2)=[CH:4][CH:3]=1. Given the reactants [Cl:1][C:2]1[CH:7]=[CH:6][C:5]([N:8]2[CH:12]=[C:11]([CH:13]([CH:15]3[CH2:20][CH2:19][CH2:18][CH2:17][CH2:16]3)O)[C:10]([CH3:21])=[N:9]2)=[CH:4][CH:3]=1.[NH2:22][C:23]1[CH:28]=[CH:27][C:26]([C:29]([NH:31][CH2:32][CH2:33][C:34]([O:36]CC)=[O:35])=[O:30])=[CH:25][CH:24]=1, predict the reaction product.